Dataset: Full USPTO retrosynthesis dataset with 1.9M reactions from patents (1976-2016). Task: Predict the reactants needed to synthesize the given product. (1) The reactants are: [C:1]([C:3]1[CH:8]=[CH:7][C:6]([CH2:9][CH2:10][CH:11](/[CH:23]=[CH:24]/[C:25]2[CH:30]=[CH:29][CH:28]=[CH:27][C:26]=2[OH:31])[CH2:12][C:13]2[CH:22]=[CH:21][C:16]([C:17]([O:19][CH3:20])=[O:18])=[CH:15][CH:14]=2)=[CH:5][CH:4]=1)#[N:2].[C:32]([C:36]1[CH:43]=[CH:42][C:39]([CH2:40]Br)=[CH:38][CH:37]=1)([CH3:35])([CH3:34])[CH3:33].C(=O)([O-])[O-].[K+].[K+]. Given the product [C:32]([C:36]1[CH:37]=[CH:38][C:39]([CH2:40][O:31][C:26]2[CH:27]=[CH:28][CH:29]=[CH:30][C:25]=2/[CH:24]=[CH:23]/[CH:11]([CH2:10][CH2:9][C:6]2[CH:7]=[CH:8][C:3]([C:1]#[N:2])=[CH:4][CH:5]=2)[CH2:12][C:13]2[CH:14]=[CH:15][C:16]([C:17]([O:19][CH3:20])=[O:18])=[CH:21][CH:22]=2)=[CH:42][CH:43]=1)([CH3:35])([CH3:33])[CH3:34], predict the reactants needed to synthesize it. (2) The reactants are: [Cl:1][C:2]1[N:7]=[CH:6][C:5]([OH:8])=[CH:4][CH:3]=1.C(=O)([O-])[O-].[Na+].[Na+].[I:15]I.Cl. Given the product [Cl:1][C:2]1[N:7]=[C:6]([I:15])[C:5]([OH:8])=[CH:4][CH:3]=1, predict the reactants needed to synthesize it. (3) Given the product [Br:1][C:2]1[CH:10]=[C:9]2[C:5]([C:6]([CH2:34][CH3:35])=[CH:7][N:8]2[S:11]([C:14]2[CH:15]=[CH:16][C:17]([O:32][CH3:33])=[C:18]([N:20]3[CH2:21][CH2:22][NH:23][CH2:24][CH2:25]3)[CH:19]=2)(=[O:13])=[O:12])=[CH:4][CH:3]=1, predict the reactants needed to synthesize it. The reactants are: [Br:1][C:2]1[CH:10]=[C:9]2[C:5]([C:6]([CH2:34][CH3:35])=[CH:7][N:8]2[S:11]([C:14]2[CH:15]=[CH:16][C:17]([O:32][CH3:33])=[C:18]([N:20]3[CH2:25][CH2:24][N:23](C(=O)C(Cl)(Cl)Cl)[CH2:22][CH2:21]3)[CH:19]=2)(=[O:13])=[O:12])=[CH:4][CH:3]=1.[OH-].[K+].